From a dataset of Peptide-MHC class I binding affinity with 185,985 pairs from IEDB/IMGT. Regression. Given a peptide amino acid sequence and an MHC pseudo amino acid sequence, predict their binding affinity value. This is MHC class I binding data. (1) The peptide sequence is EMKINRQIL. The MHC is HLA-A02:01 with pseudo-sequence HLA-A02:01. The binding affinity (normalized) is 0. (2) The peptide sequence is AANCFGQHV. The MHC is HLA-B15:03 with pseudo-sequence HLA-B15:03. The binding affinity (normalized) is 0.715.